This data is from Forward reaction prediction with 1.9M reactions from USPTO patents (1976-2016). The task is: Predict the product of the given reaction. Given the reactants C(C1C=CC(C2N([C:30](Cl)=[O:31])[C@H](C3C=CC(Cl)=CC=3)[C@H](C3C=CC(Cl)=CC=3)N=2)=C(OCC)C=1)(C)(C)C.[O:36]1[CH2:41][CH2:40][N:39]([CH:42]2[CH2:47][CH2:46][NH:45][CH2:44][CH2:43]2)[CH2:38][CH2:37]1, predict the reaction product. The product is: [N:39]1([CH:42]2[CH2:47][CH2:46][N:45]([CH:30]=[O:31])[CH2:44][CH2:43]2)[CH2:38][CH2:37][O:36][CH2:41][CH2:40]1.